This data is from Forward reaction prediction with 1.9M reactions from USPTO patents (1976-2016). The task is: Predict the product of the given reaction. (1) The product is: [F:35][C:20]([F:19])([F:34])[C:21]1[CH:22]=[C:23]([CH:31]=[CH:32][CH:33]=1)[CH2:24][N:25]1[CH2:30][CH2:29][N:28]([C:2]([Cl:1])=[O:4])[CH2:27][CH2:26]1. Given the reactants [Cl:1][C:2](Cl)([O:4]C(=O)OC(Cl)(Cl)Cl)Cl.N1C=CC=CC=1.[F:19][C:20]([F:35])([F:34])[C:21]1[CH:22]=[C:23]([CH:31]=[CH:32][CH:33]=1)[CH2:24][N:25]1[CH2:30][CH2:29][NH:28][CH2:27][CH2:26]1, predict the reaction product. (2) Given the reactants [F:1][C:2]1[CH:37]=[CH:36][CH:35]=[C:34]([F:38])[C:3]=1[CH2:4][O:5][C:6]1[C:7]2[N:8]([C:13]([C:17]([NH:19][C:20]34[CH2:26][CH2:25][CH:24]3[CH2:23][N:22](C(OC(C)(C)C)=O)[CH2:21]4)=[O:18])=[C:14]([CH3:16])[N:15]=2)[CH:9]=[C:10]([CH3:12])[CH:11]=1.Cl, predict the reaction product. The product is: [C:20]12([NH:19][C:17]([C:13]3[N:8]4[CH:9]=[C:10]([CH3:12])[CH:11]=[C:6]([O:5][CH2:4][C:3]5[C:2]([F:1])=[CH:37][CH:36]=[CH:35][C:34]=5[F:38])[C:7]4=[N:15][C:14]=3[CH3:16])=[O:18])[CH2:26][CH2:25][CH:24]1[CH2:23][NH:22][CH2:21]2. (3) The product is: [C:1]12([NH:6][S:7]([C:10]3[C:11]([CH3:18])=[N:12][CH:13]=[C:14]([Cl:16])[CH:15]=3)(=[O:9])=[O:8])[CH2:5][CH:3]([CH2:4]1)[CH2:2]2. Given the reactants [C:1]12([NH:6][S:7]([C:10]3[C:11](Cl)=[N:12][CH:13]=[C:14]([Cl:16])[CH:15]=3)(=[O:9])=[O:8])[CH2:5][CH:3]([CH2:4]1)[CH2:2]2.[C:18]12(NS(C3C(Br)=NC=C(Cl)C=3)(=O)=O)CC(C1)C2.C(Cl)Cl.C[Zn]C.C1(C)C=CC=CC=1.C(O)(=O)CC(CC(O)=O)(C(O)=O)O, predict the reaction product. (4) Given the reactants [N:1]1([C:7]([O:9][C:10]([CH3:13])([CH3:12])[CH3:11])=[O:8])[CH2:6][CH2:5][NH:4][CH2:3][CH2:2]1.I[CH2:15][CH2:16][CH2:17][CH2:18][CH2:19][C:20]1[C:21](=[O:39])[N:22]([C:27]2[CH:34]=[CH:33][C:30]([C:31]#[N:32])=[C:29]([C:35]([F:38])([F:37])[F:36])[CH:28]=2)[C:23](=[O:26])[C:24]=1[CH3:25], predict the reaction product. The product is: [C:31]([C:30]1[CH:33]=[CH:34][C:27]([N:22]2[C:23](=[O:26])[C:24]([CH3:25])=[C:20]([CH2:19][CH2:18][CH2:17][CH2:16][CH2:15][N:4]3[CH2:5][CH2:6][N:1]([C:7]([O:9][C:10]([CH3:13])([CH3:12])[CH3:11])=[O:8])[CH2:2][CH2:3]3)[C:21]2=[O:39])=[CH:28][C:29]=1[C:35]([F:38])([F:37])[F:36])#[N:32]. (5) Given the reactants [H-].[Na+].[CH2:3]([CH:6]([C:12]([O:14][CH2:15][CH3:16])=[O:13])[C:7]([O:9][CH2:10][CH3:11])=[O:8])[CH:4]=[CH2:5].Br[CH2:18][C:19]#[CH:20], predict the reaction product. The product is: [CH2:3]([C:6]([CH2:20][C:19]#[CH:18])([C:12]([O:14][CH2:15][CH3:16])=[O:13])[C:7]([O:9][CH2:10][CH3:11])=[O:8])[CH:4]=[CH2:5]. (6) Given the reactants [NH2:1][C:2]1[CH:3]=[C:4]([CH:8]=[CH:9][C:10]=1[C:11]([F:14])([F:13])[F:12])[C:5]([OH:7])=[O:6].N1C=CC=CC=1.[Cl:21][CH2:22][C:23](Cl)=[O:24].C(Cl)Cl.C(O)(C)C, predict the reaction product. The product is: [Cl:21][CH2:22][C:23]([NH:1][C:2]1[CH:3]=[C:4]([CH:8]=[CH:9][C:10]=1[C:11]([F:12])([F:13])[F:14])[C:5]([OH:7])=[O:6])=[O:24].